From a dataset of NCI-60 drug combinations with 297,098 pairs across 59 cell lines. Regression. Given two drug SMILES strings and cell line genomic features, predict the synergy score measuring deviation from expected non-interaction effect. (1) Drug 1: CC1=C(C(=CC=C1)Cl)NC(=O)C2=CN=C(S2)NC3=CC(=NC(=N3)C)N4CCN(CC4)CCO. Drug 2: COCCOC1=C(C=C2C(=C1)C(=NC=N2)NC3=CC=CC(=C3)C#C)OCCOC.Cl. Cell line: A549. Synergy scores: CSS=30.8, Synergy_ZIP=3.79, Synergy_Bliss=4.34, Synergy_Loewe=-15.0, Synergy_HSA=10.3. (2) Drug 1: CC(C1=C(C=CC(=C1Cl)F)Cl)OC2=C(N=CC(=C2)C3=CN(N=C3)C4CCNCC4)N. Drug 2: CC12CCC3C(C1CCC2OP(=O)(O)O)CCC4=C3C=CC(=C4)OC(=O)N(CCCl)CCCl.[Na+]. Cell line: DU-145. Synergy scores: CSS=-2.39, Synergy_ZIP=-0.413, Synergy_Bliss=-3.40, Synergy_Loewe=-8.74, Synergy_HSA=-5.69.